From a dataset of Forward reaction prediction with 1.9M reactions from USPTO patents (1976-2016). Predict the product of the given reaction. (1) Given the reactants [Cl:1][C:2]1[CH:10]=[C:9]2[C:5]([CH:6]=[C:7]([C:11]3[CH:12]=[C:13]([O:17][S:18](=[O:25])(=[O:24])[N:19]([CH2:22][CH3:23])[CH2:20][CH3:21])[CH:14]=[N:15][CH:16]=3)[NH:8]2)=[CH:4][CH:3]=1.[CH3:26]N(C=O)C.C(=O)(OC)OC.C(=O)([O-])[O-].[K+].[K+], predict the reaction product. The product is: [Cl:1][C:2]1[CH:10]=[C:9]2[C:5]([CH:6]=[C:7]([C:11]3[CH:12]=[C:13]([O:17][S:18](=[O:24])(=[O:25])[N:19]([CH2:20][CH3:21])[CH2:22][CH3:23])[CH:14]=[N:15][CH:16]=3)[N:8]2[CH3:26])=[CH:4][CH:3]=1. (2) Given the reactants Br[C:2]1[C:3]([O:22][CH2:23][C:24]([F:27])([F:26])[F:25])=[N:4][C:5]([C:18]([F:21])([F:20])[F:19])=[C:6]([CH:17]=1)[C:7]([NH:9][CH2:10][C@@:11]([CH:14]1[CH2:16][CH2:15]1)([OH:13])[CH3:12])=[O:8].[Cl:28][C:29]1[CH:30]=[C:31](B(O)O)[CH:32]=[CH:33][C:34]=1[Cl:35], predict the reaction product. The product is: [CH:14]1([C@:11]([OH:13])([CH3:12])[CH2:10][NH:9][C:7](=[O:8])[C:6]2[CH:17]=[C:2]([C:32]3[CH:31]=[CH:30][C:29]([Cl:28])=[C:34]([Cl:35])[CH:33]=3)[C:3]([O:22][CH2:23][C:24]([F:27])([F:26])[F:25])=[N:4][C:5]=2[C:18]([F:21])([F:20])[F:19])[CH2:16][CH2:15]1. (3) Given the reactants C(NC(C)C)(C)C.[Li].[O:9]1[CH:13]=[CH:12][C:11]([C:14]([OH:16])=[O:15])=[CH:10]1.C([Si](C(C)C)(C(C)C)[O:21][CH2:22][C:23](=O)[CH2:24]O[Si](C(C)C)(C(C)C)C(C)C)(C)C.C(OC(=O)C)C, predict the reaction product. The product is: [OH:21][CH2:22][C:23]1[C:10]2[O:9][CH:13]=[CH:12][C:11]=2[C:14](=[O:16])[O:15][CH:24]=1.